From a dataset of Blood-brain barrier penetration binary classification data from Martins et al.. Regression/Classification. Given a drug SMILES string, predict its absorption, distribution, metabolism, or excretion properties. Task type varies by dataset: regression for continuous measurements (e.g., permeability, clearance, half-life) or binary classification for categorical outcomes (e.g., BBB penetration, CYP inhibition). Dataset: bbb_martins. (1) The drug is COc1cc(CCN)cc(OC)c1OC. The result is 1 (penetrates BBB). (2) The drug is CN(C)CCc1ccccn1. The result is 1 (penetrates BBB).